The task is: Predict the product of the given reaction.. This data is from Forward reaction prediction with 1.9M reactions from USPTO patents (1976-2016). Given the reactants [C:1]([O:5][C:6]([NH:8][C:9]1[CH:10]=[C:11]([CH:15]=[CH:16][C:17]=1[CH3:18])[C:12]([OH:14])=O)=[O:7])([CH3:4])([CH3:3])[CH3:2].ON1C2C=CC=CC=2N=N1.Cl.CN(C)CCCN=C=NCC.C(N(CC)CC)C.[Cl:48][C:49]1[CH:50]=[C:51]([CH:54]=[CH:55][CH:56]=1)[CH2:52][NH2:53], predict the reaction product. The product is: [C:1]([O:5][C:6](=[O:7])[NH:8][C:9]1[CH:10]=[C:11]([C:12](=[O:14])[NH:53][CH2:52][C:51]2[CH:54]=[CH:55][CH:56]=[C:49]([Cl:48])[CH:50]=2)[CH:15]=[CH:16][C:17]=1[CH3:18])([CH3:2])([CH3:3])[CH3:4].